From a dataset of Catalyst prediction with 721,799 reactions and 888 catalyst types from USPTO. Predict which catalyst facilitates the given reaction. Reactant: [CH2:1]([O:8][C:9]([NH:11][CH2:12][CH2:13][CH2:14][C@@H:15]([C:26]([NH:28][C@H:29]1[CH2:33][CH2:32][CH2:31][C@H:30]1[C:34]([O:36]CC1C=CC(OC)=CC=1)=[O:35])=[O:27])[NH:16][C:17]([C:19]1[N:23]([CH3:24])[N:22]=[C:21]([CH3:25])[CH:20]=1)=[O:18])=[O:10])[C:2]1[CH:7]=[CH:6][CH:5]=[CH:4][CH:3]=1.FC(F)(F)C(O)=O. The catalyst class is: 2. Product: [CH2:1]([O:8][C:9]([NH:11][CH2:12][CH2:13][CH2:14][C@@H:15]([C:26]([NH:28][C@H:29]1[CH2:33][CH2:32][CH2:31][C@H:30]1[C:34]([OH:36])=[O:35])=[O:27])[NH:16][C:17]([C:19]1[N:23]([CH3:24])[N:22]=[C:21]([CH3:25])[CH:20]=1)=[O:18])=[O:10])[C:2]1[CH:7]=[CH:6][CH:5]=[CH:4][CH:3]=1.